This data is from Peptide-MHC class I binding affinity with 185,985 pairs from IEDB/IMGT. The task is: Regression. Given a peptide amino acid sequence and an MHC pseudo amino acid sequence, predict their binding affinity value. This is MHC class I binding data. (1) The peptide sequence is FLRKNQRAL. The MHC is HLA-A24:03 with pseudo-sequence HLA-A24:03. The binding affinity (normalized) is 0.0847. (2) The binding affinity (normalized) is 0.333. The MHC is HLA-A68:02 with pseudo-sequence HLA-A68:02. The peptide sequence is PMSRLFMDEI. (3) The peptide sequence is VASAGISYKD. The binding affinity (normalized) is 0.235. The MHC is HLA-B58:01 with pseudo-sequence HLA-B58:01. (4) The peptide sequence is VPGFHGWAT. The MHC is HLA-B07:02 with pseudo-sequence HLA-B07:02. The binding affinity (normalized) is 0.561. (5) The peptide sequence is NIAPLMVAY. The MHC is HLA-A01:01 with pseudo-sequence HLA-A01:01. The binding affinity (normalized) is 0.230. (6) The peptide sequence is GVFPINESF. The MHC is HLA-A69:01 with pseudo-sequence HLA-A69:01. The binding affinity (normalized) is 0.0847. (7) The peptide sequence is SPEMVRAAA. The MHC is HLA-B07:02 with pseudo-sequence HLA-B07:02. The binding affinity (normalized) is 0.566.